Dataset: Forward reaction prediction with 1.9M reactions from USPTO patents (1976-2016). Task: Predict the product of the given reaction. (1) Given the reactants O[C:2]1[CH:9]=[CH:8][C:5]([CH:6]=[O:7])=[CH:4][CH:3]=1.Cl[Si:11](C)([CH3:13])[CH3:12].CN([C:18]1[CH:23]=[CH:22]C=CN=1)C.[CH2:24](N(CC)CC)C, predict the reaction product. The product is: [Si:11]([C:2]1[CH:9]=[CH:8][C:5]([CH:6]=[O:7])=[CH:4][CH:3]=1)([C:23]([CH3:22])([CH3:18])[CH3:24])([CH3:13])[CH3:12]. (2) The product is: [Br:1][C:2]1[S:6][C:5]([C:7]([N:16]([CH:17]2[CH2:19][CH2:18]2)[CH2:15][C:14]2[CH:20]=[CH:21][CH:22]=[C:12]([O:11][CH3:10])[CH:13]=2)=[O:8])=[CH:4][CH:3]=1. Given the reactants [Br:1][C:2]1[S:6][C:5]([C:7](Cl)=[O:8])=[CH:4][CH:3]=1.[CH3:10][O:11][C:12]1[CH:13]=[C:14]([CH:20]=[CH:21][CH:22]=1)[CH2:15][NH:16][CH:17]1[CH2:19][CH2:18]1.C(N(CC)CC)C, predict the reaction product. (3) Given the reactants [S:1]1[CH:5]=[CH:4][CH:3]=[C:2]1[C:6]([OH:8])=[O:7].[Li+].[CH3:10][CH:11]([N-]C(C)C)[CH3:12].[Br:17]C(Br)(C)C.[Cl-].[NH4+].[Cl-].[Na+].Cl, predict the reaction product. The product is: [Br:17][CH2:10][CH2:11][CH2:12][C:5]1[S:1][C:2]([C:6]([OH:8])=[O:7])=[CH:3][CH:4]=1. (4) Given the reactants [CH3:1][C@@H:2]([CH2:21][CH:22]=[CH2:23])[C:3]([O:5][CH2:6][C@@H:7]([NH:13][C:14](=[O:20])[C@@H:15]([CH3:19])[CH2:16]C=C)[C:8]1[S:9][CH:10]=[CH:11][CH:12]=1)=[O:4], predict the reaction product. The product is: [CH3:19][C@H:15]1[CH2:16][CH:23]=[CH:22][CH2:21][C@@H:2]([CH3:1])[C:3](=[O:4])[O:5][CH2:6][C@@H:7]([C:8]2[S:9][CH:10]=[CH:11][CH:12]=2)[NH:13][C:14]1=[O:20]. (5) Given the reactants C(N(CC)CC)C.[Cl:8][C:9]1[C:14](I)=[CH:13][N:12]=[CH:11][N:10]=1.[C:16]([C:20]1[CH:24]=[C:23]([NH:25][C:26]([NH:28][C:29]2[CH:34]=[CH:33][CH:32]=[C:31]([C:35]#[C:36]C)[CH:30]=2)=[O:27])[N:22]([CH3:38])[N:21]=1)([CH3:19])([CH3:18])[CH3:17], predict the reaction product. The product is: [C:16]([C:20]1[CH:24]=[C:23]([NH:25][C:26]([NH:28][C:29]2[CH:34]=[CH:33][CH:32]=[C:31]([C:35]#[C:36][C:14]3[C:9]([Cl:8])=[N:10][CH:11]=[N:12][CH:13]=3)[CH:30]=2)=[O:27])[N:22]([CH3:38])[N:21]=1)([CH3:19])([CH3:18])[CH3:17].